This data is from NCI-60 drug combinations with 297,098 pairs across 59 cell lines. The task is: Regression. Given two drug SMILES strings and cell line genomic features, predict the synergy score measuring deviation from expected non-interaction effect. (1) Drug 1: CS(=O)(=O)C1=CC(=C(C=C1)C(=O)NC2=CC(=C(C=C2)Cl)C3=CC=CC=N3)Cl. Drug 2: C1=NC2=C(N=C(N=C2N1C3C(C(C(O3)CO)O)O)F)N. Cell line: OVCAR-8. Synergy scores: CSS=27.0, Synergy_ZIP=-3.24, Synergy_Bliss=-7.63, Synergy_Loewe=-20.8, Synergy_HSA=-7.01. (2) Drug 1: CCC1(CC2CC(C3=C(CCN(C2)C1)C4=CC=CC=C4N3)(C5=C(C=C6C(=C5)C78CCN9C7C(C=CC9)(C(C(C8N6C)(C(=O)OC)O)OC(=O)C)CC)OC)C(=O)OC)O.OS(=O)(=O)O. Cell line: T-47D. Synergy scores: CSS=34.5, Synergy_ZIP=7.88, Synergy_Bliss=6.84, Synergy_Loewe=-6.22, Synergy_HSA=1.10. Drug 2: CC1CCCC2(C(O2)CC(NC(=O)CC(C(C(=O)C(C1O)C)(C)C)O)C(=CC3=CSC(=N3)C)C)C. (3) Drug 1: C1CCC(C1)C(CC#N)N2C=C(C=N2)C3=C4C=CNC4=NC=N3. Drug 2: CC1C(C(CC(O1)OC2CC(CC3=C2C(=C4C(=C3O)C(=O)C5=CC=CC=C5C4=O)O)(C(=O)C)O)N)O. Cell line: MCF7. Synergy scores: CSS=32.8, Synergy_ZIP=1.21, Synergy_Bliss=1.68, Synergy_Loewe=-5.35, Synergy_HSA=1.52. (4) Drug 1: CC1OCC2C(O1)C(C(C(O2)OC3C4COC(=O)C4C(C5=CC6=C(C=C35)OCO6)C7=CC(=C(C(=C7)OC)O)OC)O)O. Drug 2: COCCOC1=C(C=C2C(=C1)C(=NC=N2)NC3=CC=CC(=C3)C#C)OCCOC.Cl. Cell line: A549. Synergy scores: CSS=46.3, Synergy_ZIP=7.04, Synergy_Bliss=6.98, Synergy_Loewe=6.44, Synergy_HSA=10.9. (5) Drug 1: CC12CCC3C(C1CCC2=O)CC(=C)C4=CC(=O)C=CC34C. Drug 2: CCN(CC)CCNC(=O)C1=C(NC(=C1C)C=C2C3=C(C=CC(=C3)F)NC2=O)C. Cell line: SK-MEL-28. Synergy scores: CSS=24.5, Synergy_ZIP=3.38, Synergy_Bliss=4.58, Synergy_Loewe=0.219, Synergy_HSA=-0.132. (6) Drug 1: C1CN(P(=O)(OC1)NCCCl)CCCl. Drug 2: CC12CCC3C(C1CCC2OP(=O)(O)O)CCC4=C3C=CC(=C4)OC(=O)N(CCCl)CCCl.[Na+]. Cell line: KM12. Synergy scores: CSS=10.5, Synergy_ZIP=-3.07, Synergy_Bliss=-2.49, Synergy_Loewe=-6.34, Synergy_HSA=-4.88.